Dataset: Forward reaction prediction with 1.9M reactions from USPTO patents (1976-2016). Task: Predict the product of the given reaction. (1) Given the reactants [C:1]1([C:7]2[N:11]=[C:10]([N:12]3[CH2:17][CH2:16][NH:15][CH2:14][CH2:13]3)[S:9][N:8]=2)[CH:6]=[CH:5][CH:4]=[CH:3][CH:2]=1.C(N(CC)CC)C.[C:25]([C:29]1[CH:34]=[CH:33][C:32]([N:35]=[C:36]=[O:37])=[CH:31][CH:30]=1)([CH3:28])([CH3:27])[CH3:26], predict the reaction product. The product is: [C:25]([C:29]1[CH:34]=[CH:33][C:32]([NH:35][C:36]([N:15]2[CH2:16][CH2:17][N:12]([C:10]3[S:9][N:8]=[C:7]([C:1]4[CH:2]=[CH:3][CH:4]=[CH:5][CH:6]=4)[N:11]=3)[CH2:13][CH2:14]2)=[O:37])=[CH:31][CH:30]=1)([CH3:28])([CH3:26])[CH3:27]. (2) Given the reactants [CH:1]([N:4]1[C:13]2[C:8](=[CH:9][CH:10]=[C:11](B(O)O)[CH:12]=2)[NH:7][C:6](=[O:17])[CH2:5]1)([CH3:3])[CH3:2].Br[C:19]1[CH:24]=[CH:23][C:22]([F:25])=[C:21]([Cl:26])[CH:20]=1.C(=O)([O-])[O-].[K+].[K+], predict the reaction product. The product is: [Cl:26][C:21]1[CH:20]=[C:19]([C:11]2[CH:12]=[C:13]3[C:8](=[CH:9][CH:10]=2)[NH:7][C:6](=[O:17])[CH2:5][N:4]3[CH:1]([CH3:3])[CH3:2])[CH:24]=[CH:23][C:22]=1[F:25]. (3) Given the reactants CC(C1C=C(C(C)C)C(C2C=CC=CC=2P(C2CCCCC2)C2CCCCC2)=C(C(C)C)C=1)C.C(=O)([O-])[O-].[Cs+].[Cs+].O1CCOCC1.Br[C:48]1[CH:53]=[C:52]([F:54])[CH:51]=[CH:50][C:49]=1[CH3:55].[C:56]([O:60][C:61]([N:63]1[CH2:68][CH2:67][NH:66][CH2:65][CH2:64]1)=[O:62])([CH3:59])([CH3:58])[CH3:57], predict the reaction product. The product is: [C:56]([O:60][C:61]([N:63]1[CH2:68][CH2:67][N:66]([C:48]2[CH:53]=[C:52]([F:54])[CH:51]=[CH:50][C:49]=2[CH3:55])[CH2:65][CH2:64]1)=[O:62])([CH3:59])([CH3:57])[CH3:58]. (4) Given the reactants I[C:2]1[CH:7]=[CH:6][C:5]([C:8]2[N:9]([C:19]3[CH:20]=[N:21][CH:22]=[CH:23][CH:24]=3)[CH:10]=[C:11]([C:13]3[CH:18]=[CH:17][CH:16]=[CH:15][N:14]=3)[N:12]=2)=[CH:4][CH:3]=1.[NH:25]1[CH:29]=[CH:28][N:27]=[C:26]1C=O.C([O-])([O-])=O.[Cs+].[Cs+].CN(C)[C@@H]1CCCC[C@H]1N, predict the reaction product. The product is: [N:25]1([C:2]2[CH:7]=[CH:6][C:5]([C:8]3[N:9]([C:19]4[CH:20]=[N:21][CH:22]=[CH:23][CH:24]=4)[CH:10]=[C:11]([C:13]4[CH:18]=[CH:17][CH:16]=[CH:15][N:14]=4)[N:12]=3)=[CH:4][CH:3]=2)[CH:29]=[CH:28][N:27]=[CH:26]1. (5) Given the reactants [CH2:1]([N:8]1[CH2:14][CH:13]2[C:15](=O)[CH:10]([CH2:11][CH2:12]2)[CH2:9]1)[C:2]1[CH:7]=[CH:6][CH:5]=[CH:4][CH:3]=1.C(O)C.Cl.[NH2:21][OH:22], predict the reaction product. The product is: [CH2:1]([N:8]1[CH2:14][CH:13]2[C:15](=[N:21][OH:22])[CH:10]([CH2:11][CH2:12]2)[CH2:9]1)[C:2]1[CH:7]=[CH:6][CH:5]=[CH:4][CH:3]=1. (6) Given the reactants [C:1]([C:3]1[C:8]([O:9][CH3:10])=[CH:7][C:6]([NH:11]C(=O)C)=[C:5]([N+:15]([O-:17])=[O:16])[CH:4]=1)#[N:2].Cl, predict the reaction product. The product is: [NH2:11][C:6]1[C:5]([N+:15]([O-:17])=[O:16])=[CH:4][C:3]([C:1]#[N:2])=[C:8]([O:9][CH3:10])[CH:7]=1. (7) Given the reactants [CH3:1][O:2][C:3]1[CH:4]=[C:5]([CH:7]=[CH:8][C:9]=1[C:10]1[O:14][CH:13]=[N:12][CH:11]=1)[NH2:6].[S:15]1[C:19]2[CH:20]=[CH:21][CH:22]=[CH:23][C:18]=2[CH:17]=[C:16]1[CH:24]=O, predict the reaction product. The product is: [S:15]1[C:19]2[CH:20]=[CH:21][CH:22]=[CH:23][C:18]=2[CH:17]=[C:16]1[CH2:24][NH:6][C:5]1[CH:7]=[CH:8][C:9]([C:10]2[O:14][CH:13]=[N:12][CH:11]=2)=[C:3]([O:2][CH3:1])[CH:4]=1. (8) Given the reactants [CH3:1][N:2]([CH2:4][C:5]1[C:13]2[O:12][N:11]=[C:10]([CH2:14][CH2:15][CH:16]3[CH2:21][CH2:20][N:19](C(OC(C)(C)C)=O)[CH2:18][CH2:17]3)[C:9]=2[CH:8]=[CH:7][C:6]=1[O:29][CH2:30][CH2:31][CH3:32])[CH3:3].Cl.C1(C)C=CC=CC=1, predict the reaction product. The product is: [CH3:1][N:2]([CH2:4][C:5]1[C:13]2[O:12][N:11]=[C:10]([CH2:14][CH2:15][CH:16]3[CH2:17][CH2:18][NH:19][CH2:20][CH2:21]3)[C:9]=2[CH:8]=[CH:7][C:6]=1[O:29][CH2:30][CH2:31][CH3:32])[CH3:3]. (9) Given the reactants Br[C:2]1[CH:11]=[CH:10][C:9]2[C:4](=[CH:5][CH:6]=[C:7]([F:12])[CH:8]=2)[CH:3]=1.CC(C)([O-])C.[Na+].[NH:19]1[CH2:24][CH2:23][NH:22][CH2:21][CH2:20]1.C(Cl)(Cl)Cl, predict the reaction product. The product is: [F:12][C:7]1[CH:8]=[C:9]2[C:4](=[CH:5][CH:6]=1)[CH:3]=[C:2]([N:19]1[CH2:24][CH2:23][NH:22][CH2:21][CH2:20]1)[CH:11]=[CH:10]2.